This data is from Peptide-MHC class I binding affinity with 185,985 pairs from IEDB/IMGT. The task is: Regression. Given a peptide amino acid sequence and an MHC pseudo amino acid sequence, predict their binding affinity value. This is MHC class I binding data. (1) The peptide sequence is AALEGLSGF. The binding affinity (normalized) is 0.0847. The MHC is HLA-A02:03 with pseudo-sequence HLA-A02:03. (2) The peptide sequence is ALMPLYACI. The MHC is HLA-A68:02 with pseudo-sequence HLA-A68:02. The binding affinity (normalized) is 0.0465. (3) The peptide sequence is IRFPKTFGY. The binding affinity (normalized) is 0. The MHC is HLA-A32:01 with pseudo-sequence HLA-A32:01. (4) The peptide sequence is VTFGARASF. The MHC is BoLA-D18.4 with pseudo-sequence BoLA-D18.4. The binding affinity (normalized) is 0.371. (5) The peptide sequence is YSSPHLLRY. The MHC is HLA-A03:01 with pseudo-sequence HLA-A03:01. The binding affinity (normalized) is 0.487. (6) The peptide sequence is SVFHEHIFK. The MHC is HLA-B35:01 with pseudo-sequence HLA-B35:01. The binding affinity (normalized) is 0.0847. (7) The peptide sequence is GEIGIRNWL. The MHC is HLA-B48:01 with pseudo-sequence HLA-B48:01. The binding affinity (normalized) is 0.0847.